Task: Predict the reactants needed to synthesize the given product.. Dataset: Full USPTO retrosynthesis dataset with 1.9M reactions from patents (1976-2016) (1) Given the product [C:65]([O:69][C:70](=[O:78])[C:71]1[CH:76]=[CH:75][CH:74]=[CH:73][C:72]=1[NH:77][C:28]([C@H:9]1[C@H:8]([C:4]2[CH:5]=[CH:6][CH:7]=[C:2]([Cl:1])[C:3]=2[F:31])[C@:12]([C:15]2[CH:20]=[CH:19][C:18]([Cl:21])=[CH:17][C:16]=2[F:22])([C:13]#[N:14])[C@H:11]([CH2:23][C:24]([CH3:27])([CH3:25])[CH3:26])[NH:10]1)=[O:30])([CH3:68])([CH3:66])[CH3:67], predict the reactants needed to synthesize it. The reactants are: [Cl:1][C:2]1[C:3]([F:31])=[C:4]([CH:8]2[C:12]([C:15]3[CH:20]=[CH:19][C:18]([Cl:21])=[CH:17][C:16]=3[F:22])([C:13]#[N:14])[CH:11]([CH2:23][C:24]([CH3:27])([CH3:26])[CH3:25])[NH:10][CH:9]2[C:28]([OH:30])=O)[CH:5]=[CH:6][CH:7]=1.CN(C(ON1N=NC2C=CC=NC1=2)=[N+](C)C)C.F[P-](F)(F)(F)(F)F.CCN(C(C)C)C(C)C.[C:65]([O:69][C:70](=[O:78])[C:71]1[CH:76]=[CH:75][CH:74]=[CH:73][C:72]=1[NH2:77])([CH3:68])([CH3:67])[CH3:66]. (2) Given the product [CH:1]1([N:4]([CH2:30][C:31]2[CH:36]=[C:35]([CH2:37][CH2:38][CH2:39][O:40][CH3:41])[CH:34]=[C:33]([O:42][CH2:43][CH2:44][O:45][CH3:46])[CH:32]=2)[C:5]([C@@H:7]2[C@@:12]([O:21][CH3:22])([C:13]3[CH:18]=[CH:17][N:16]([CH3:19])[C:15](=[O:20])[CH:14]=3)[CH2:11][CH2:10][NH:9][CH2:8]2)=[O:6])[CH2:3][CH2:2]1, predict the reactants needed to synthesize it. The reactants are: [CH:1]1([N:4]([CH2:30][C:31]2[CH:36]=[C:35]([CH2:37][CH2:38][CH2:39][O:40][CH3:41])[CH:34]=[C:33]([O:42][CH2:43][CH2:44][O:45][CH3:46])[CH:32]=2)[C:5]([C@@H:7]2[C@@:12]([O:21][CH3:22])([C:13]3[CH:18]=[CH:17][N:16]([CH3:19])[C:15](=[O:20])[CH:14]=3)[CH2:11][CH2:10][N:9](C(OC(C)(C)C)=O)[CH2:8]2)=[O:6])[CH2:3][CH2:2]1.Cl. (3) Given the product [C:21]([CH2:20][C:19](=[O:24])[CH3:18])(=[O:23])[CH3:22].[C:21]([CH2:20][C:19](=[O:24])[CH3:18])(=[O:23])[CH3:22].[Ti:17], predict the reactants needed to synthesize it. The reactants are: CC(C)[O-].CC(C)[O-].CC(C)[O-].CC(C)[O-].[Ti+4:17].[CH3:18][C:19](=[O:24])[CH2:20][C:21](=[O:23])[CH3:22]. (4) Given the product [Br:1][C:2]1[CH:3]=[CH:4][C:5]([CH2:8][N:10]2[CH2:15][CH2:14][S:13](=[O:17])(=[O:16])[CH2:12][CH2:11]2)=[N:6][CH:7]=1, predict the reactants needed to synthesize it. The reactants are: [Br:1][C:2]1[CH:3]=[CH:4][C:5]([CH2:8]Br)=[N:6][CH:7]=1.[NH:10]1[CH2:15][CH2:14][S:13](=[O:17])(=[O:16])[CH2:12][CH2:11]1.C(=O)([O-])[O-].[K+].[K+].